From a dataset of Reaction yield outcomes from USPTO patents with 853,638 reactions. Predict the reaction yield, written as a fraction of the theoretical maximum amount of product (1.0 means a 100% yield; for example, 0.34 means a 34% yield). (1) The reactants are [Br:1][CH2:2][C:3]1[CH:12]=[CH:11][C:6]([C:7](OC)=[O:8])=[CH:5][CH:4]=1.CC(C[AlH]CC(C)C)C. The catalyst is C(Cl)Cl. The product is [Br:1][CH2:2][C:3]1[CH:12]=[CH:11][C:6]([CH2:7][OH:8])=[CH:5][CH:4]=1. The yield is 1.00. (2) The yield is 0.570. No catalyst specified. The reactants are [C:1]([NH:5][C:6]1[N:15]([CH:16]2[CH2:18][CH2:17]2)[C:14](=[O:19])[C:13]2[C:8](=[C:9](I)[CH:10]=[CH:11][CH:12]=2)[N:7]=1)([CH3:4])([CH3:3])[CH3:2].[CH3:21][C@@H:22]1[C:26]2[NH:27][C:28](B3OC(C)(C)C(C)(C)O3)=[CH:29][C:25]=2[C:24](=[O:39])[NH:23]1. The product is [C:1]([NH:5][C:6]1[N:15]([CH:16]2[CH2:18][CH2:17]2)[C:14](=[O:19])[C:13]2[C:8](=[C:9]([C:28]3[NH:27][C:26]4[C@@H:22]([CH3:21])[NH:23][C:24](=[O:39])[C:25]=4[CH:29]=3)[CH:10]=[CH:11][CH:12]=2)[N:7]=1)([CH3:4])([CH3:3])[CH3:2]. (3) The reactants are [OH:1][C:2]1[CH:3]=[C:4]([CH:9]=[CH:10][CH:11]=1)[C:5]([O:7][CH3:8])=[O:6].N1C(C)=CC=CC=1C.[F:20][C:21]([F:34])([F:33])[S:22](O[S:22]([C:21]([F:34])([F:33])[F:20])(=[O:24])=[O:23])(=[O:24])=[O:23]. The catalyst is C(Cl)Cl. The product is [F:20][C:21]([F:34])([F:33])[S:22]([O:1][C:2]1[CH:3]=[C:4]([CH:9]=[CH:10][CH:11]=1)[C:5]([O:7][CH3:8])=[O:6])(=[O:24])=[O:23]. The yield is 0.980. (4) The reactants are [NH:1]1[C:9]2[C:4](=[CH:5][CH:6]=[CH:7][CH:8]=2)[C:3]([CH2:10][NH:11][C:12]2[CH:16]=[CH:15][NH:14][C:13]=2[C:17]([O:19]CC)=O)=[CH:2]1.C([N:30]=[C:31]=[S:32])(=O)C1C=CC=CC=1. The catalyst is CO.C(Cl)Cl. The product is [NH:1]1[C:9]2[C:4](=[CH:5][CH:6]=[CH:7][CH:8]=2)[C:3]([CH2:10][N:11]2[C:12]3[CH:16]=[CH:15][NH:14][C:13]=3[C:17](=[O:19])[NH:30][C:31]2=[S:32])=[CH:2]1. The yield is 0.210. (5) The reactants are [Cl:1][C:2]1[N:7]=[CH:6][C:5]([S:8]([N:11]([CH:17]2[CH2:21][CH2:20][CH2:19][CH2:18]2)[CH2:12][CH:13]([OH:16])[CH2:14][OH:15])(=[O:10])=[O:9])=[CH:4][CH:3]=1.CO[C:24](OC)([CH3:26])[CH3:25].CC1C=CC(S(O)(=O)=O)=CC=1. The catalyst is CN(C=O)C.CCOC(C)=O. The product is [Cl:1][C:2]1[N:7]=[CH:6][C:5]([S:8]([N:11]([CH:17]2[CH2:21][CH2:20][CH2:19][CH2:18]2)[CH2:12][CH:13]2[CH2:14][O:15][C:24]([CH3:26])([CH3:25])[O:16]2)(=[O:9])=[O:10])=[CH:4][CH:3]=1. The yield is 0.980. (6) The reactants are Cl[C:2]1[N:7]=[N:6][C:5]([C:8]([OH:10])=[O:9])=[CH:4][CH:3]=1.[Cl:11][C:12]1[CH:18]=[CH:17][C:15]([NH2:16])=[CH:14][CH:13]=1. The catalyst is COCCOC.C(OCC)(=O)C. The product is [Cl:11][C:12]1[CH:18]=[CH:17][C:15]([NH:16][C:2]2[N:7]=[N:6][C:5]([C:8]([OH:10])=[O:9])=[CH:4][CH:3]=2)=[CH:14][CH:13]=1. The yield is 0.320.